This data is from Catalyst prediction with 721,799 reactions and 888 catalyst types from USPTO. The task is: Predict which catalyst facilitates the given reaction. (1) Reactant: [C:1]([O:5][C:6](=[O:24])[NH:7][C@@H:8]([CH2:14][C:15]1[CH:20]=[CH:19][C:18]([N+:21]([O-:23])=[O:22])=[CH:17][CH:16]=1)[C:9](=[O:13])[CH:10]=[N+]=[N-])([CH3:4])([CH3:3])[CH3:2].[BrH:25]. Product: [Br:25][CH2:10][C:9](=[O:13])[C@@H:8]([NH:7][C:6](=[O:24])[O:5][C:1]([CH3:4])([CH3:3])[CH3:2])[CH2:14][C:15]1[CH:20]=[CH:19][C:18]([N+:21]([O-:23])=[O:22])=[CH:17][CH:16]=1. The catalyst class is: 1. (2) Reactant: [Si]([O:8][CH2:9][C:10]1[CH:11]=[C:12]([N:16]([CH2:24][CH2:25][CH3:26])[C:17](=[O:23])[O:18][C:19]([CH3:22])([CH3:21])[CH3:20])[CH:13]=[CH:14][CH:15]=1)(C(C)(C)C)(C)C.CCCC[N+](CCCC)(CCCC)CCCC.[F-]. Product: [OH:8][CH2:9][C:10]1[CH:11]=[C:12]([N:16]([CH2:24][CH2:25][CH3:26])[C:17](=[O:23])[O:18][C:19]([CH3:20])([CH3:21])[CH3:22])[CH:13]=[CH:14][CH:15]=1. The catalyst class is: 1. (3) Reactant: N1CCCCC1.[CH3:7][O:8][C:9]1[C:56]([O:57][CH2:58][CH2:59][CH2:60][O:61][C:62]2[C:63]([O:80][CH3:81])=[CH:64][C:65]3[C:71](=[O:72])[N:70]4[CH:73]=[C:74](/[CH:76]=[CH:77]/[CH3:78])[CH2:75][C@H:69]4[CH:68]=[N:67][C:66]=3[CH:79]=2)=[CH:55][C:12]2[N:13]=[CH:14][C@@H:15]3[CH2:21][C:20](/[CH:22]=[CH:23]/[CH2:24][NH:25][C:26](=[O:54])[C@@H:27]([NH:29][C:30](=[O:53])[C@@H:31]([NH:35]C(=O)OCC4C5C=CC=CC=5C5C4=CC=CC=5)[CH:32]([CH3:34])[CH3:33])[CH3:28])=[CH:19][N:16]3[C:17](=[O:18])[C:11]=2[CH:10]=1. Product: [NH2:35][C@@H:31]([CH:32]([CH3:34])[CH3:33])[C:30]([NH:29][C@@H:27]([CH3:28])[C:26]([NH:25][CH2:24]/[CH:23]=[CH:22]/[C:20]1[CH2:21][C@H:15]2[CH:14]=[N:13][C:12]3[CH:55]=[C:56]([O:57][CH2:58][CH2:59][CH2:60][O:61][C:62]4[C:63]([O:80][CH3:81])=[CH:64][C:65]5[C:71](=[O:72])[N:70]6[CH:73]=[C:74](/[CH:76]=[CH:77]/[CH3:78])[CH2:75][C@H:69]6[CH:68]=[N:67][C:66]=5[CH:79]=4)[C:9]([O:8][CH3:7])=[CH:10][C:11]=3[C:17](=[O:18])[N:16]2[CH:19]=1)=[O:54])=[O:53]. The catalyst class is: 85. (4) Reactant: Br[C:2]1[C:3]([CH3:18])=[C:4]2[C:8](=[CH:9][CH:10]=1)[C:7](=[O:11])[O:6][CH:5]2[C:12]1[CH:17]=[CH:16][CH:15]=[CH:14][CH:13]=1.[CH3:19][C:20]1[C:24](B(O)O)=[C:23]([CH3:28])[O:22][N:21]=1.C([O-])([O-])=O.[Na+].[Na+]. Product: [CH3:19][C:20]1[C:24]([C:2]2[C:3]([CH3:18])=[C:4]3[C:8](=[CH:9][CH:10]=2)[C:7](=[O:11])[O:6][CH:5]3[C:12]2[CH:17]=[CH:16][CH:15]=[CH:14][CH:13]=2)=[C:23]([CH3:28])[O:22][N:21]=1. The catalyst class is: 77. (5) Reactant: [NH:1]1[CH2:5][CH2:4][CH:3]([CH2:6][N:7]2[C:15]3[C:10](=[CH:11][CH:12]=[CH:13][CH:14]=3)[C:9]3([CH2:19][O:18][C:17]4[CH:20]=[C:21]5[C:25](=[CH:26][C:16]3=4)[CH2:24][CH2:23][O:22]5)[C:8]2=[O:27])[CH2:2]1.C(N(CC)CC)C.[CH:35]([N:38]=[C:39]=[O:40])([CH3:37])[CH3:36]. Product: [CH3:36][CH:35]([NH:38][C:39]([N:1]1[CH2:5][CH2:4][CH:3]([CH2:6][N:7]2[C:15]3[C:10](=[CH:11][CH:12]=[CH:13][CH:14]=3)[C:9]3([CH2:19][O:18][C:17]4[CH:20]=[C:21]5[C:25](=[CH:26][C:16]3=4)[CH2:24][CH2:23][O:22]5)[C:8]2=[O:27])[CH2:2]1)=[O:40])[CH3:37]. The catalyst class is: 503. (6) Reactant: C([O:3][C:4](=O)[CH2:5][C:6]1[N:7]=[C:8]([C:13]2[CH:18]=[CH:17][C:16]([C:19]([F:22])([F:21])[F:20])=[CH:15][CH:14]=2)[O:9][C:10]=1[CH2:11][CH3:12])C.[H-].[H-].[H-].[H-].[Li+].[Al+3]. Product: [CH2:11]([C:10]1[O:9][C:8]([C:13]2[CH:14]=[CH:15][C:16]([C:19]([F:22])([F:21])[F:20])=[CH:17][CH:18]=2)=[N:7][C:6]=1[CH2:5][CH2:4][OH:3])[CH3:12]. The catalyst class is: 7. (7) Reactant: [Br:1][C:2]1[CH:3]=[C:4]([CH:7]=[C:8]([S:15]([N:18]2[CH2:23][CH2:22][O:21][CH2:20][CH2:19]2)(=[O:17])=[O:16])[C:9]=1[NH:10][CH2:11][CH2:12][O:13][CH3:14])[CH:5]=O.[CH3:24]/[C:25](/[NH2:29])=[CH:26]\[C:27]#[N:28].[CH2:30]([CH:33]1[CH2:38][C:37](=O)[CH2:36][C:35](=[O:40])[CH2:34]1)[CH2:31][CH3:32]. Product: [Br:1][C:2]1[CH:3]=[C:4]([CH:5]2[C:36]3[C:35](=[O:40])[CH2:34][CH:33]([CH2:30][CH2:31][CH3:32])[CH2:38][C:37]=3[NH:29][C:25]([CH3:24])=[C:26]2[C:27]#[N:28])[CH:7]=[C:8]([S:15]([N:18]2[CH2:23][CH2:22][O:21][CH2:20][CH2:19]2)(=[O:17])=[O:16])[C:9]=1[NH:10][CH2:11][CH2:12][O:13][CH3:14]. The catalyst class is: 8.